This data is from Retrosynthesis with 50K atom-mapped reactions and 10 reaction types from USPTO. The task is: Predict the reactants needed to synthesize the given product. Given the product CC(=O)OCC(=O)c1cc2c(s1)CCC1CC(=O)N(c3ccc(C)cc3)N=C21, predict the reactants needed to synthesize it. The reactants are: CC(=O)[O-].Cc1ccc(N2N=C3c4cc(C(=O)CCl)sc4CCC3CC2=O)cc1.